Dataset: Reaction yield outcomes from USPTO patents with 853,638 reactions. Task: Predict the reaction yield, written as a fraction of the theoretical maximum amount of product (1.0 means a 100% yield; for example, 0.34 means a 34% yield). The reactants are [CH3:1][C:2]1[CH:3]=[N:4][N:5]([CH2:7][C:8]2[CH:13]=[CH:12][C:11]([CH2:14]O)=[CH:10][CH:9]=2)[CH:6]=1.C1(P(C2C=CC=CC=2)C2C=CC=CC=2)C=CC=CC=1.[Br:35]C(Br)(Br)Br. The catalyst is C(Cl)Cl. The product is [Br:35][CH2:14][C:11]1[CH:12]=[CH:13][C:8]([CH2:7][N:5]2[CH:6]=[C:2]([CH3:1])[CH:3]=[N:4]2)=[CH:9][CH:10]=1. The yield is 0.960.